This data is from Forward reaction prediction with 1.9M reactions from USPTO patents (1976-2016). The task is: Predict the product of the given reaction. (1) Given the reactants [BH4-].[Na+].[C:3]12([CH2:13][CH2:14][N:15]([CH2:25][CH2:26][CH2:27][CH2:28][CH3:29])[C:16](=[O:24])[CH2:17][O:18][CH2:19][C:20](OC)=[O:21])[CH2:12][CH:7]3[CH2:8][CH:9]([CH2:11][CH:5]([CH2:6]3)[CH2:4]1)[CH2:10]2.O.C(OCC)(=O)C, predict the reaction product. The product is: [C:3]12([CH2:13][CH2:14][N:15]([CH2:25][CH2:26][CH2:27][CH2:28][CH3:29])[C:16](=[O:24])[CH2:17][O:18][CH2:19][CH2:20][OH:21])[CH2:10][CH:9]3[CH2:8][CH:7]([CH2:6][CH:5]([CH2:11]3)[CH2:4]1)[CH2:12]2. (2) Given the reactants Cl[C:2]1[N:3]=[N:4][CH:5]=[C:6]([C:8]2[N:9]([CH3:13])[CH:10]=[CH:11][N:12]=2)[CH:7]=1.O.[NH2:15][NH2:16], predict the reaction product. The product is: [CH3:13][N:9]1[CH:10]=[CH:11][N:12]=[C:8]1[C:6]1[CH:7]=[C:2]([NH:15][NH2:16])[N:3]=[N:4][CH:5]=1. (3) Given the reactants [Cl:1][C:2]1[CH:9]=[C:8]([OH:10])[CH:7]=[C:6]([Cl:11])[C:3]=1[CH:4]=[O:5].N1C=CC=CC=1.Cl[C:19]([O:21][CH:22]([CH3:24])[CH3:23])=[O:20], predict the reaction product. The product is: [C:19](=[O:20])([O:21][CH:22]([CH3:24])[CH3:23])[O:10][C:8]1[CH:9]=[C:2]([Cl:1])[C:3]([CH:4]=[O:5])=[C:6]([Cl:11])[CH:7]=1. (4) Given the reactants [C:1]([NH:9][C:10]1[CH:15]=[CH:14][C:13]([NH:16][C:17]2[CH:26]=[CH:25][N:24]=[C:23]3[C:18]=2[C:19]2[CH:31]=[CH:30][C:29]([C:32]([O:34]C)=[O:33])=[CH:28][C:20]=2[C:21](=[O:27])[NH:22]3)=[CH:12][CH:11]=1)(=[O:8])[C:2]1[CH:7]=[CH:6][CH:5]=[CH:4][CH:3]=1.[Li+].[OH-].O, predict the reaction product. The product is: [C:1]([NH:9][C:10]1[CH:11]=[CH:12][C:13]([NH:16][C:17]2[CH:26]=[CH:25][N:24]=[C:23]3[C:18]=2[C:19]2[CH:31]=[CH:30][C:29]([C:32]([OH:34])=[O:33])=[CH:28][C:20]=2[C:21](=[O:27])[NH:22]3)=[CH:14][CH:15]=1)(=[O:8])[C:2]1[CH:3]=[CH:4][CH:5]=[CH:6][CH:7]=1. (5) Given the reactants [N+:1]([CH2:4][C:5]1([CH2:15][C:16](OCC)=O)[CH2:14][CH2:13][C:8]2([O:12][CH2:11][CH2:10][O:9]2)[CH2:7][CH2:6]1)([O-])=O.CC[OH:23], predict the reaction product. The product is: [O:12]1[C:8]2([CH2:13][CH2:14][C:5]3([CH2:15][CH2:16][NH:1][C:4]3=[O:23])[CH2:6][CH2:7]2)[O:9][CH2:10][CH2:11]1. (6) Given the reactants [CH2:1]([NH:3][C:4]([C:6]1[C:15]2[C:10](=[CH:11][CH:12]=[C:13]([F:16])[CH:14]=2)[N:9]=[C:8]([C@@H:17]([NH:19]C(=O)OC(C)(C)C)[CH3:18])[C:7]=1[C:27]1[CH:32]=[CH:31][CH:30]=[CH:29][N:28]=1)=[O:5])[CH3:2].Cl.O1CCOCC1.N[C@H](C1C(C2C=CC=CN=2)=C(C(NCC)=O)C2C(=CC=C(F)C=2)N=1)C.CCN(C(C)C)C(C)C.[NH2:74][C:75]1[C:80]([C:81]#[N:82])=[C:79](Cl)[N:78]=[CH:77][N:76]=1, predict the reaction product. The product is: [NH2:74][C:75]1[N:76]=[CH:77][N:78]=[C:79]([NH:19][C@H:17]([C:8]2[C:7]([C:27]3[CH:32]=[CH:31][CH:30]=[CH:29][N:28]=3)=[C:6]([C:4]([NH:3][CH2:1][CH3:2])=[O:5])[C:15]3[C:10](=[CH:11][CH:12]=[C:13]([F:16])[CH:14]=3)[N:9]=2)[CH3:18])[C:80]=1[C:81]#[N:82]. (7) Given the reactants [OH:1][CH2:2][C:3]1[CH:8]=[CH:7][CH:6]=[CH:5][C:4]=1[NH:9][S:10]([CH3:13])(=[O:12])=[O:11], predict the reaction product. The product is: [CH:2]([C:3]1[CH:8]=[CH:7][CH:6]=[CH:5][C:4]=1[NH:9][S:10]([CH3:13])(=[O:12])=[O:11])=[O:1]. (8) Given the reactants Cl[C:2]1[C:7]([CH2:8][NH:9][C:10]2[C:15]([F:16])=[C:14]([O:17][CH3:18])[CH:13]=[C:12]([O:19][CH3:20])[C:11]=2[F:21])=[CH:6][N:5]=[C:4]2[N:22]([CH2:25][O:26][CH2:27][CH2:28][Si:29]([CH3:32])([CH3:31])[CH3:30])[CH:23]=[CH:24][C:3]=12.[NH2:33][CH2:34][C:35]1[CH:36]=[C:37]([CH:40]=[CH:41][CH:42]=1)[C:38]#[N:39].C1C=CC(P(C2C=CC3C(=CC=CC=3)C=2C2C3C(=CC=CC=3)C=CC=2P(C2C=CC=CC=2)C2C=CC=CC=2)C2C=CC=CC=2)=CC=1.C(=O)([O-])[O-].[Cs+].[Cs+].O1CCOCC1, predict the reaction product. The product is: [F:21][C:11]1[C:12]([O:19][CH3:20])=[CH:13][C:14]([O:17][CH3:18])=[C:15]([F:16])[C:10]=1[NH:9][CH2:8][C:7]1[C:2]([NH:39][CH2:38][C:37]2[CH:36]=[C:35]([CH:42]=[CH:41][CH:40]=2)[C:34]#[N:33])=[C:3]2[CH:24]=[CH:23][N:22]([CH2:25][O:26][CH2:27][CH2:28][Si:29]([CH3:32])([CH3:31])[CH3:30])[C:4]2=[N:5][CH:6]=1. (9) Given the reactants O[C:2]1[N:7]2[N:8]=[C:9]([CH:11]([CH3:13])[CH3:12])[N:10]=[C:6]2[N:5]=[C:4]([CH3:14])[C:3]=1[CH2:15][C:16]([O:18][CH3:19])=[O:17].P(Cl)(Cl)([Cl:22])=O.CN(C)C1C=CC=CC=1, predict the reaction product. The product is: [Cl:22][C:2]1[N:7]2[N:8]=[C:9]([CH:11]([CH3:13])[CH3:12])[N:10]=[C:6]2[N:5]=[C:4]([CH3:14])[C:3]=1[CH2:15][C:16]([O:18][CH3:19])=[O:17].